This data is from Full USPTO retrosynthesis dataset with 1.9M reactions from patents (1976-2016). The task is: Predict the reactants needed to synthesize the given product. (1) Given the product [S:21]([CH2:2][C:3]([C:5]1[CH:10]=[CH:9][C:8]([Br:11])=[CH:7][CH:6]=1)=[O:12])[CH2:2][C:3]([C:5]1[CH:10]=[CH:9][C:8]([Br:11])=[CH:7][CH:6]=1)=[O:4], predict the reactants needed to synthesize it. The reactants are: Br[CH2:2][C:3]([C:5]1[CH:10]=[CH:9][C:8]([Br:11])=[CH:7][CH:6]=1)=[O:4].[OH2:12].O.O.O.O.O.O.O.O.[S-2:21].[Na+].[Na+]. (2) Given the product [Br:24][CH2:21][CH2:20][CH2:19][CH2:18][CH2:17][CH2:16][CH2:15][CH2:14][CH2:13][CH2:12][CH2:11][CH2:10][CH2:9][CH2:8][C:7]([OH:22])=[O:23], predict the reactants needed to synthesize it. The reactants are: S(=O)(=O)(O)O.Br.[C:7]1(=[O:23])[O:22][CH2:21][CH2:20][CH2:19][CH2:18][CH2:17][CH2:16][CH2:15][CH2:14][CH2:13][CH2:12][CH2:11][CH2:10][CH2:9][CH2:8]1.[Br:24]CCCCCCCCCCCCCCCOCCCCCCCCCCCCCCC(O)=O. (3) Given the product [CH3:17][N:18]([CH3:37])[CH:19]1[C:27]2[C:22](=[CH:23][CH:24]=[C:25]([C:7]3[N:11]([CH3:12])[N:10]=[C:9]([CH3:13])[C:8]=3[CH3:14])[CH:26]=2)[CH2:21][CH2:20]1, predict the reactants needed to synthesize it. The reactants are: FC(F)(F)S(O[C:7]1[N:11]([CH3:12])[N:10]=[C:9]([CH3:13])[C:8]=1[CH3:14])(=O)=O.[CH3:17][N:18]([CH3:37])[CH:19]1[C:27]2[C:22](=[CH:23][CH:24]=[C:25](B3OC(C)(C)C(C)(C)O3)[CH:26]=2)[CH2:21][CH2:20]1.Cl. (4) Given the product [C:9]([O:8][C:2]([CH3:3])([CH2:4][CH2:5][CH2:6][CH3:7])[CH3:1])(=[O:11])[CH3:10], predict the reactants needed to synthesize it. The reactants are: [CH3:1][C:2]([OH:8])([CH2:4][CH2:5][CH2:6][CH3:7])[CH3:3].[C:9](OC(=O)C)(=[O:11])[CH3:10].C([O-])(O)=O.[Na+]. (5) Given the product [CH3:17][NH:16][CH2:2][CH:3]1[O:8][CH2:7][CH2:6][N:5]([CH2:9][C:10]2[CH:15]=[CH:14][CH:13]=[CH:12][CH:11]=2)[CH2:4]1, predict the reactants needed to synthesize it. The reactants are: Cl[CH2:2][CH:3]1[O:8][CH2:7][CH2:6][N:5]([CH2:9][C:10]2[CH:15]=[CH:14][CH:13]=[CH:12][CH:11]=2)[CH2:4]1.[NH2:16][CH3:17]. (6) Given the product [Br:1][C:2]1[CH:3]=[C:4]([C:14]([NH:17][CH2:18][C:19]2[C:20](=[O:33])[NH:21][C:22]([CH3:32])=[CH:23][C:24]=2[CH2:25][C:26]2[CH:31]=[CH:30][CH:29]=[CH:28][CH:27]=2)=[O:16])[C:5]2[CH:6]=[N:7][N:8]([CH:11]([CH3:12])[CH3:13])[C:9]=2[CH:10]=1, predict the reactants needed to synthesize it. The reactants are: [Br:1][C:2]1[CH:3]=[C:4]([C:14]([OH:16])=O)[C:5]2[CH:6]=[N:7][N:8]([CH:11]([CH3:13])[CH3:12])[C:9]=2[CH:10]=1.[NH2:17][CH2:18][C:19]1[C:20](=[O:33])[NH:21][C:22]([CH3:32])=[CH:23][C:24]=1[CH2:25][C:26]1[CH:31]=[CH:30][CH:29]=[CH:28][CH:27]=1.